Dataset: Forward reaction prediction with 1.9M reactions from USPTO patents (1976-2016). Task: Predict the product of the given reaction. (1) Given the reactants [F:1][C:2]1[N:7]=[CH:6][C:5]([C:8]2(O)[C:12]3[C:13]([CH3:32])=[C:14]([N:19]4[CH2:24][CH2:23][N:22]([CH2:25][C:26]5[CH:31]=[CH:30][CH:29]=[CH:28][CH:27]=5)[CH2:21][CH2:20]4)[C:15]([CH3:18])=[C:16]([CH3:17])[C:11]=3[O:10][C:9]2([CH3:34])[CH3:33])=[CH:4][CH:3]=1, predict the reaction product. The product is: [CH2:25]([N:22]1[CH2:21][CH2:20][N:19]([C:14]2[C:15]([CH3:18])=[C:16]([CH3:17])[C:11]3[O:10][C:9]([CH3:34])([CH3:33])[CH:8]([C:5]4[CH:6]=[N:7][C:2]([F:1])=[CH:3][CH:4]=4)[C:12]=3[C:13]=2[CH3:32])[CH2:24][CH2:23]1)[C:26]1[CH:27]=[CH:28][CH:29]=[CH:30][CH:31]=1. (2) The product is: [O:42]1[CH:43]=[CH:44][C:40]([NH:39][S:23]([C:19]2[CH:18]=[C:17]3[C:22](=[CH:21][CH:20]=2)[NH:13][C:14](=[O:38])[CH:15]=[CH:16]3)(=[O:25])=[O:26])=[N:41]1.[F:1][C:2]1[CH:3]=[C:4]([C@H:8]2[CH2:12][CH2:11][C@@H:10]([N:13]3[C:22]4[C:17](=[CH:18][C:19]([S:23]([NH:39][C:40]5[CH:44]=[CH:43][O:42][N:41]=5)(=[O:25])=[O:24])=[CH:20][CH:21]=4)[CH:16]=[CH:15][C:14]3=[O:38])[CH2:9]2)[CH:5]=[CH:6][CH:7]=1.[F:1][C:2]1[CH:3]=[C:4]([C@@H:8]2[CH2:12][CH2:11][C@H:10]([N:13]3[C:22]4[C:17](=[CH:18][C:19]([S:23]([NH:39][C:40]5[CH:44]=[CH:43][O:42][N:41]=5)(=[O:25])=[O:24])=[CH:20][CH:21]=4)[CH:16]=[CH:15][C:14]3=[O:38])[CH2:9]2)[CH:5]=[CH:6][CH:7]=1.[F:1][C:2]1[CH:3]=[C:4]([C@H:8]2[CH2:12][CH2:11][C@H:10]([N:13]3[C:22]4[C:17](=[CH:18][C:19]([S:23]([NH:39][C:40]5[CH:44]=[CH:43][O:42][N:41]=5)(=[O:25])=[O:24])=[CH:20][CH:21]=4)[CH:16]=[CH:15][C:14]3=[O:38])[CH2:9]2)[CH:5]=[CH:6][CH:7]=1. Given the reactants [F:1][C:2]1[CH:3]=[C:4]([CH:8]2[CH2:12][CH2:11][CH:10]([N:13]3[C:22]4[C:17](=[CH:18][C:19]([S:23]([O:26]C5C(F)=C(F)C(F)=C(F)C=5F)(=[O:25])=[O:24])=[CH:20][CH:21]=4)[CH:16]=[CH:15][C:14]3=[O:38])[CH2:9]2)[CH:5]=[CH:6][CH:7]=1.[NH2:39][C:40]1[CH:44]=[CH:43][O:42][N:41]=1.C[Si]([N-][Si](C)(C)C)(C)C.[Li+].Cl, predict the reaction product. (3) Given the reactants [NH2:1][C:2]1[C:11]2[C:6](=[CH:7][CH:8]=[CH:9][C:10]=2[O:12][CH2:13][C:14]([CH3:22])([CH3:21])[C:15]([NH:17][CH:18]([CH3:20])[CH3:19])=[O:16])[N:5]=[C:4]([CH3:23])[C:3]=1[C:24]([O:26]CC)=[O:25].[OH-].[Na+].Cl, predict the reaction product. The product is: [NH2:1][C:2]1[C:11]2[C:6](=[CH:7][CH:8]=[CH:9][C:10]=2[O:12][CH2:13][C:14]([CH3:21])([CH3:22])[C:15]([NH:17][CH:18]([CH3:20])[CH3:19])=[O:16])[N:5]=[C:4]([CH3:23])[C:3]=1[C:24]([OH:26])=[O:25]. (4) Given the reactants [C:1]([Si:5]([CH3:30])([CH3:29])[O:6][CH2:7][CH2:8][O:9][C:10]1[CH:27]=[CH:26][C:25]([Cl:28])=[CH:24][C:11]=1/[CH:12]=[C:13]1\[C:14](=[O:23])[NH:15][C:16]2[C:21]\1=[CH:20][CH:19]=[C:18]([Cl:22])[CH:17]=2)([CH3:4])([CH3:3])[CH3:2].[C:31]([O:35][C:36](O[C:36]([O:35][C:31]([CH3:34])([CH3:33])[CH3:32])=[O:37])=[O:37])([CH3:34])([CH3:33])[CH3:32].C(N(CC)CC)C, predict the reaction product. The product is: [C:31]([O:35][C:36]([N:15]1[C:16]2[C:21](=[CH:20][CH:19]=[C:18]([Cl:22])[CH:17]=2)/[C:13](=[CH:12]/[C:11]2[CH:24]=[C:25]([Cl:28])[CH:26]=[CH:27][C:10]=2[O:9][CH2:8][CH2:7][O:6][Si:5]([C:1]([CH3:2])([CH3:4])[CH3:3])([CH3:30])[CH3:29])/[C:14]1=[O:23])=[O:37])([CH3:34])([CH3:33])[CH3:32]. (5) Given the reactants [CH3:1][C:2]1[O:6][N:5]=[C:4]([C:7]2[CH:12]=[CH:11][CH:10]=[CH:9][CH:8]=2)[C:3]=1[C:13]1[N:14]=[C:15]2[CH:20]=[C:19]([C:21]([OH:23])=O)[CH:18]=[CH:17][N:16]2[CH:24]=1.[NH2:25][CH2:26][CH2:27][CH2:28][N:29]1[CH2:34][CH2:33][O:32][CH2:31][CH2:30]1, predict the reaction product. The product is: [N:29]1([CH2:28][CH2:27][CH2:26][NH:25][C:21]([C:19]2[CH:18]=[CH:17][N:16]3[CH:24]=[C:13]([C:3]4[C:4]([C:7]5[CH:8]=[CH:9][CH:10]=[CH:11][CH:12]=5)=[N:5][O:6][C:2]=4[CH3:1])[N:14]=[C:15]3[CH:20]=2)=[O:23])[CH2:34][CH2:33][O:32][CH2:31][CH2:30]1.